From a dataset of Reaction yield outcomes from USPTO patents with 853,638 reactions. Predict the reaction yield, written as a fraction of the theoretical maximum amount of product (1.0 means a 100% yield; for example, 0.34 means a 34% yield). (1) The catalyst is C(OCC)(=O)C. The product is [C:1]1([C:7]2[N:8]=[C:9]([N:12]3[CH2:17][CH2:16][NH:15][CH2:14][CH2:13]3)[S:10][CH:11]=2)[CH:2]=[CH:3][CH:4]=[CH:5][CH:6]=1. The reactants are [C:1]1([C:7]2[N:8]=[C:9]([N:12]3[CH2:17][CH2:16][N:15](C(OC(C)(C)C)=O)[CH2:14][CH2:13]3)[S:10][CH:11]=2)[CH:6]=[CH:5][CH:4]=[CH:3][CH:2]=1.Cl.C(OCC)C. The yield is 0.808. (2) The reactants are FC(F)(F)S(O[C:7]1[CH:8]=[C:9]2[C:13](=[CH:14][CH:15]=1)[CH:12]([C:16]([O:18][CH3:19])=[O:17])[CH2:11][CH2:10]2)(=O)=O.CC1(C)C(C)(C)OB([C:30]2[CH:35]=[CH:34][C:33]([OH:36])=[CH:32][CH:31]=2)O1.C1(P(C2C=CC=CC=2)C2C=CC=CC=2)C=CC=CC=1.P([O-])([O-])([O-])=O.[K+].[K+].[K+].O. The catalyst is O1CCOCC1.C([O-])(=O)C.[Pd+2].C([O-])(=O)C. The product is [OH:36][C:33]1[CH:34]=[CH:35][C:30]([C:7]2[CH:8]=[C:9]3[C:13](=[CH:14][CH:15]=2)[CH:12]([C:16]([O:18][CH3:19])=[O:17])[CH2:11][CH2:10]3)=[CH:31][CH:32]=1. The yield is 0.430. (3) The reactants are [CH3:1][C:2]1[CH:9]=[CH:8][C:5]([CH:6]=O)=[CH:4][CH:3]=1.[C:10]1([C:16]2[CH:20]=[C:19]([NH2:21])[NH:18][N:17]=2)[CH:15]=[CH:14][CH:13]=[CH:12][CH:11]=1.O=[C:23]([CH3:29])[CH2:24][C:25]([O:27][CH3:28])=[O:26].C(C1C(=O)C(Cl)=C(Cl)C(=O)C=1C#N)#N. The catalyst is C1COCC1.CCCCCCC.N1CCCCC1. The product is [CH3:29][C:23]1[C:24]([C:25]([O:27][CH3:28])=[O:26])=[C:6]([C:5]2[CH:8]=[CH:9][C:2]([CH3:1])=[CH:3][CH:4]=2)[N:18]2[N:17]=[C:16]([C:10]3[CH:11]=[CH:12][CH:13]=[CH:14][CH:15]=3)[CH:20]=[C:19]2[N:21]=1. The yield is 0.644. (4) The reactants are C(=NO)C1C(=CC=CC=1)O.C([O-])([O-])=O.[Cs+].[Cs+].[NH:17]1[C:21]([C:22]2[C:27](=[O:28])[CH:26]=[CH:25][N:24]([C:29]3[CH:34]=[CH:33][CH:32]=[C:31]([C:35]([F:38])([F:37])[F:36])[CH:30]=3)[N:23]=2)=[CH:20][CH:19]=[N:18]1.I[C:40]1[CH:44]=[CH:43][S:42][CH:41]=1. The catalyst is CC#N.CCOC(C)=O.O.[Cu-]=O. The product is [S:42]1[CH:43]=[CH:44][C:40]([N:17]2[C:21]([C:22]3[C:27](=[O:28])[CH:26]=[CH:25][N:24]([C:29]4[CH:34]=[CH:33][CH:32]=[C:31]([C:35]([F:37])([F:36])[F:38])[CH:30]=4)[N:23]=3)=[CH:20][CH:19]=[N:18]2)=[CH:41]1. The yield is 0.0200. (5) The catalyst is ClCCCl.CCOC(C)=O. The reactants are C([C@@H]1CC[C@H]([O:11][C:12]2[CH:21]=[C:20]([CH3:22])[C:19]3[C:14](=[CH:15][CH:16]=[CH:17][CH:18]=3)[C:13]=2[CH:23]=O)CC1)(C)(C)C.[NH:25]1[CH2:30][CH2:29][CH:28]([C:31]([O:33][CH2:34][CH3:35])=[O:32])[CH2:27][CH2:26]1.CC(O)=O.[BH-](OC(C)=O)(OC(C)=O)OC(C)=O.[Na+]. The yield is 0.200. The product is [OH:11][C:12]1[CH:21]=[C:20]([CH3:22])[C:19]2[C:14](=[CH:15][CH:16]=[CH:17][CH:18]=2)[C:13]=1[CH2:23][N:25]1[CH2:30][CH2:29][CH:28]([C:31]([O:33][CH2:34][CH3:35])=[O:32])[CH2:27][CH2:26]1. (6) The reactants are [Cl:1][C:2]1[CH:13]=[CH:12][CH:11]=[CH:10][C:3]=1[C@@H:4]([OH:9])[C:5]([O:7][CH3:8])=[O:6].C(N(CC)CC)C.[N+:21]([C:24]1[CH:29]=[CH:28][C:27]([S:30](Cl)(=[O:32])=[O:31])=[CH:26][CH:25]=1)([O-:23])=[O:22].O. The catalyst is ClCCl.CN(C1C=CN=CC=1)C. The product is [Cl:1][C:2]1[CH:13]=[CH:12][CH:11]=[CH:10][C:3]=1[C@@H:4]([O:9][S:30]([C:27]1[CH:26]=[CH:25][C:24]([N+:21]([O-:23])=[O:22])=[CH:29][CH:28]=1)(=[O:31])=[O:32])[C:5]([O:7][CH3:8])=[O:6]. The yield is 0.820. (7) The reactants are [Cl-].O[NH3+:3].[C:4](=[O:7])([O-])[OH:5].[Na+].CS(C)=O.[CH2:13]([C:17]1[N:18]=[C:19]([CH3:47])[N:20]([C:39]2[CH:44]=[C:43]([Cl:45])[CH:42]=[C:41]([Cl:46])[CH:40]=2)[C:21](=[O:38])[C:22]=1[CH2:23][C:24]1[CH:29]=[CH:28][C:27]([C:30]2[C:31]([C:36]#[N:37])=[CH:32][CH:33]=[CH:34][CH:35]=2)=[CH:26][CH:25]=1)[CH2:14][CH2:15][CH3:16]. The catalyst is O.C(OCC)(=O)C. The product is [CH2:13]([C:17]1[N:18]=[C:19]([CH3:47])[N:20]([C:39]2[CH:40]=[C:41]([Cl:46])[CH:42]=[C:43]([Cl:45])[CH:44]=2)[C:21](=[O:38])[C:22]=1[CH2:23][C:24]1[CH:25]=[CH:26][C:27]([C:30]2[CH:35]=[CH:34][CH:33]=[CH:32][C:31]=2[C:36]2[NH:3][C:4](=[O:7])[O:5][N:37]=2)=[CH:28][CH:29]=1)[CH2:14][CH2:15][CH3:16]. The yield is 0.0500.